Dataset: Catalyst prediction with 721,799 reactions and 888 catalyst types from USPTO. Task: Predict which catalyst facilitates the given reaction. (1) Reactant: Br[C:2]1[CH:3]=[C:4]([O:16][CH2:17][CH3:18])[C:5]([NH:8][C:9]2[CH:14]=[CH:13][CH:12]=[C:11]([CH3:15])[N:10]=2)=[N:6][CH:7]=1.C([Sn](CCCC)(CCCC)[C:24]1[CH:29]=[CH:28][CH:27]=[CH:26][N:25]=1)CCC. Product: [CH2:17]([O:16][C:4]1[CH:3]=[C:2]([C:24]2[CH:29]=[CH:28][CH:27]=[CH:26][N:25]=2)[CH:7]=[N:6][C:5]=1[NH:8][C:9]1[CH:14]=[CH:13][CH:12]=[C:11]([CH3:15])[N:10]=1)[CH3:18]. The catalyst class is: 128. (2) Reactant: [C:1]([CH2:3][C:4]1[CH:5]=[C:6]([CH:11]=[CH:12][CH:13]=1)[C:7]([O:9][CH3:10])=[O:8])#[N:2].[H-].[Na+].Br[CH2:17][CH2:18]Br. Product: [C:1]([C:3]1([C:4]2[CH:5]=[C:6]([CH:11]=[CH:12][CH:13]=2)[C:7]([O:9][CH3:10])=[O:8])[CH2:18][CH2:17]1)#[N:2]. The catalyst class is: 16. (3) Reactant: [C:1]1([SH:7])[CH:6]=[CH:5][CH:4]=[CH:3][CH:2]=1.C1CCN2C(=NCCC2)CC1.[CH3:19][N:20]([CH3:49])[C:21]([NH:23][C:24]1[CH:29]=[CH:28][C:27]([C:30]2[N:35]=[C:34]([N:36]3[CH2:41][CH2:40][O:39][CH2:38][C@@H:37]3[CH3:42])[CH:33]=[C:32]([CH2:43]OS(C)(=O)=O)[N:31]=2)=[CH:26][CH:25]=1)=[O:22]. Product: [CH3:19][N:20]([CH3:49])[C:21]([NH:23][C:24]1[CH:29]=[CH:28][C:27]([C:30]2[N:35]=[C:34]([N:36]3[CH2:41][CH2:40][O:39][CH2:38][C@@H:37]3[CH3:42])[CH:33]=[C:32]([CH2:43][S:7][C:1]3[CH:6]=[CH:5][CH:4]=[CH:3][CH:2]=3)[N:31]=2)=[CH:26][CH:25]=1)=[O:22]. The catalyst class is: 10.